Dataset: Forward reaction prediction with 1.9M reactions from USPTO patents (1976-2016). Task: Predict the product of the given reaction. (1) The product is: [Cl:11][C:12]([Cl:19])([Cl:18])[C:13]([NH:15][C:16]([NH:10][C:6]1[S:7][CH:8]=[CH:9][C:5]=1[C:3]([O:2][CH3:1])=[O:4])=[O:17])=[O:14]. Given the reactants [CH3:1][O:2][C:3]([C:5]1[CH:9]=[CH:8][S:7][C:6]=1[NH2:10])=[O:4].[Cl:11][C:12]([Cl:19])([Cl:18])[C:13]([N:15]=[C:16]=[O:17])=[O:14], predict the reaction product. (2) The product is: [Cl:8][C:9]1[CH:14]=[CH:13][N:12]2[C:11]([CH:10]=1)=[CH:15][C:3]([CH3:4])=[CH:2]2. Given the reactants Cl[CH2:2][C:3](=O)[CH3:4].[Br-].[Li+].[Cl:8][C:9]1[CH:14]=[CH:13][N:12]=[C:11]([CH3:15])[CH:10]=1, predict the reaction product. (3) Given the reactants [CH3:1][C:2]1[C:13]([N+:14]([O-])=O)=[CH:12][CH:11]=[CH:10][C:3]=1[O:4][CH2:5][C:6]([O:8][CH3:9])=[O:7].CO, predict the reaction product. The product is: [NH2:14][C:13]1[C:2]([CH3:1])=[C:3]([CH:10]=[CH:11][CH:12]=1)[O:4][CH2:5][C:6]([O:8][CH3:9])=[O:7]. (4) The product is: [CH3:44][O:43][CH:31]1[CH:30]([N:28]2[CH2:29][C:26]([CH2:25][C:23]#[N:24])([N:1]3[CH:5]=[C:4]([C:6]4[C:7]5[CH:14]=[CH:13][N:12]([CH2:15][O:16][CH2:17][CH2:18][Si:19]([CH3:22])([CH3:21])[CH3:20])[C:8]=5[N:9]=[CH:10][N:11]=4)[CH:3]=[N:2]3)[CH2:27]2)[CH2:35][CH2:34][NH:33][CH2:32]1. Given the reactants [NH:1]1[CH:5]=[C:4]([C:6]2[C:7]3[CH:14]=[CH:13][N:12]([CH2:15][O:16][CH2:17][CH2:18][Si:19]([CH3:22])([CH3:21])[CH3:20])[C:8]=3[N:9]=[CH:10][N:11]=2)[CH:3]=[N:2]1.[C:23]([CH:25]=[C:26]1[CH2:29][N:28]([C@H:30]2[CH2:35][CH2:34][N:33](C(OC(C)(C)C)=O)[CH2:32][C@H:31]2[O:43][CH3:44])[CH2:27]1)#[N:24].N12CCCN=C1CCCCC2.Cl, predict the reaction product. (5) Given the reactants [C:1]([CH2:4][CH2:5][C:6]1[C:18]([CH2:19][CH2:20][CH2:21][CH2:22][CH2:23][CH2:24][O:25][C:26]2[CH:27]=[C:28]([C:40]3[CH:45]=[CH:44][CH:43]=[C:42]([F:46])[CH:41]=3)[CH:29]=[C:30](C(N3CCNCC3)=O)[CH:31]=2)=[CH:17][CH:16]=[CH:15][C:7]=1[O:8][CH2:9][CH2:10][CH2:11][C:12]([OH:14])=[O:13])([OH:3])=[O:2].C(OC(CCC1C(OCCCC(OCC)=O)=CC=CC=1CCCCCCOC1C=C(C(O)=O)C=C(C2C=CC=C(F)C=2)C=1)=O)C.C(O[C:97]([N:99]1[CH2:105][CH2:104][CH2:103][NH:102][CH2:101][CH2:100]1)=[O:98])(C)(C)C, predict the reaction product. The product is: [C:1]([CH2:4][CH2:5][C:6]1[C:18]([CH2:19][CH2:20][CH2:21][CH2:22][CH2:23][CH2:24][O:25][C:26]2[CH:27]=[C:28]([C:40]3[CH:45]=[CH:44][CH:43]=[C:42]([F:46])[CH:41]=3)[CH:29]=[C:30]([C:97]([N:99]3[CH2:105][CH2:104][CH2:103][NH:102][CH2:101][CH2:100]3)=[O:98])[CH:31]=2)=[CH:17][CH:16]=[CH:15][C:7]=1[O:8][CH2:9][CH2:10][CH2:11][C:12]([OH:14])=[O:13])([OH:3])=[O:2]. (6) Given the reactants [OH:1][C:2]1[CH:7]=[CH:6][C:5]([C:8](=[O:10])[CH3:9])=[C:4]([CH3:11])[CH:3]=1.Br[CH2:13][CH:14]1[CH2:16][CH2:15]1, predict the reaction product. The product is: [CH:14]1([CH2:13][O:1][C:2]2[CH:7]=[CH:6][C:5]([C:8](=[O:10])[CH3:9])=[C:4]([CH3:11])[CH:3]=2)[CH2:16][CH2:15]1. (7) Given the reactants [NH2:1][C:2]1([C:7]([OH:9])=[O:8])[CH2:6][CH2:5][CH2:4][CH2:3]1.[C:10](Cl)(=[O:15])[CH2:11][CH2:12][CH2:13][CH3:14].[OH-].[Na+].[OH-].[K+].C(=O)(O)[O-].[Na+].C(=O)(O)[O-].[K+].[H-].[Na+], predict the reaction product. The product is: [O:15]=[C:10]([NH:1][C:2]1([C:7]([OH:9])=[O:8])[CH2:6][CH2:5][CH2:4][CH2:3]1)[CH2:11][CH2:12][CH2:13][CH3:14]. (8) Given the reactants [NH:1]1[CH2:10][CH2:9][CH2:8][CH2:7][CH:2]1[C:3](OC)=O.OCCN.[Cl-].ClCC1CCCC[NH2+]1.[CH3:24][C:25]1[CH:30]=[C:29]([N+:31]([O-:33])=[O:32])[CH:28]=[CH:27][C:26]=1[N:34]=[C:35]=[S:36], predict the reaction product. The product is: [CH3:24][C:25]1[CH:30]=[C:29]([N+:31]([O-:33])=[O:32])[CH:28]=[CH:27][C:26]=1[N:34]=[C:35]1[N:1]2[CH:2]([CH2:7][CH2:8][CH2:9][CH2:10]2)[CH2:3][S:36]1. (9) Given the reactants O=[C:2]1[CH2:19][CH2:18][C:5]2([CH2:10][CH2:9][N:8]([C:11]([O:13][C:14]([CH3:17])([CH3:16])[CH3:15])=[O:12])[CH2:7][CH2:6]2)[CH2:4][CH2:3]1.[NH3:20].CO.[BH4-].[Na+], predict the reaction product. The product is: [NH2:20][CH:2]1[CH2:19][CH2:18][C:5]2([CH2:10][CH2:9][N:8]([C:11]([O:13][C:14]([CH3:17])([CH3:16])[CH3:15])=[O:12])[CH2:7][CH2:6]2)[CH2:4][CH2:3]1.